The task is: Predict the reactants needed to synthesize the given product.. This data is from Full USPTO retrosynthesis dataset with 1.9M reactions from patents (1976-2016). (1) Given the product [Si:5]([O:8][C@H:9]1[C:14]([CH3:15])([CH3:16])[CH2:13][CH2:12][C:11]([C:27]2[C:31]([CH2:32][N:33]([CH3:45])[CH2:34][CH2:35][N:36]([CH3:44])[C:37](=[O:43])[O:38][C:39]([CH3:42])([CH3:41])[CH3:40])=[CH:30][N:29]([CH:46]3[CH2:51][CH2:50][CH2:49][CH2:48][O:47]3)[N:28]=2)=[CH:10]1)([C:1]([CH3:2])([CH3:3])[CH3:4])([CH3:6])[CH3:7], predict the reactants needed to synthesize it. The reactants are: [C:1]([Si:5]([O:8][C@H:9]1[C:14]([CH3:16])([CH3:15])[CH2:13][CH2:12][C:11](B2OC(C)(C)C(C)(C)O2)=[CH:10]1)([CH3:7])[CH3:6])([CH3:4])([CH3:3])[CH3:2].I[C:27]1[C:31]([CH2:32][N:33]([CH3:45])[CH2:34][CH2:35][N:36]([CH3:44])[C:37](=[O:43])[O:38][C:39]([CH3:42])([CH3:41])[CH3:40])=[CH:30][N:29]([CH:46]2[CH2:51][CH2:50][CH2:49][CH2:48][O:47]2)[N:28]=1.C(=O)([O-])[O-].[K+].[K+]. (2) Given the product [Br:8][C:5]1[CH:6]=[CH:7][C:2]([N:20]2[CH2:21][C@@H:17]([O:16][Si:9]([C:12]([CH3:14])([CH3:13])[CH3:15])([CH3:10])[CH3:11])[CH2:18][C:19]2=[O:22])=[N:3][CH:4]=1, predict the reactants needed to synthesize it. The reactants are: Br[C:2]1[CH:7]=[CH:6][C:5]([Br:8])=[CH:4][N:3]=1.[Si:9]([O:16][C@@H:17]1[CH2:21][NH:20][C:19](=[O:22])[CH2:18]1)([C:12]([CH3:15])([CH3:14])[CH3:13])([CH3:11])[CH3:10].CC1(C)C2C(=C(P(C3C=CC=CC=3)C3C=CC=CC=3)C=CC=2)OC2C(P(C3C=CC=CC=3)C3C=CC=CC=3)=CC=CC1=2.P([O-])([O-])([O-])=O.[K+].[K+].[K+]. (3) Given the product [C:1]([O:5][C:6](=[O:38])[N:7]([C:16]1[S:17][C@:18]2([C:32](=[O:37])[NH:33][CH:34]3[CH2:36][CH2:35]3)[C@H:20]([C@:21]([C:24]3[CH:29]=[C:28]([NH2:39])[CH:27]=[CH:26][C:25]=3[F:31])([CH3:23])[N:22]=1)[CH2:19]2)[CH2:8][O:9][CH2:10][CH2:11][Si:12]([CH3:15])([CH3:14])[CH3:13])([CH3:4])([CH3:3])[CH3:2], predict the reactants needed to synthesize it. The reactants are: [C:1]([O:5][C:6](=[O:38])[N:7]([C:16]1[S:17][C@:18]2([C:32](=[O:37])[NH:33][CH:34]3[CH2:36][CH2:35]3)[C@H:20]([C@:21]([C:24]3[CH:29]=[C:28](Br)[CH:27]=[CH:26][C:25]=3[F:31])([CH3:23])[N:22]=1)[CH2:19]2)[CH2:8][O:9][CH2:10][CH2:11][Si:12]([CH3:15])([CH3:14])[CH3:13])([CH3:4])([CH3:3])[CH3:2].[N-:39]=[N+]=[N-].[Na+].O=C1O[C@H]([C@H](CO)O)C([O-])=C1O.[Na+].[NH4+].[Cl-].[NH4+].[OH-].CP(C)C.[NH4+].[Cl-].